Dataset: Full USPTO retrosynthesis dataset with 1.9M reactions from patents (1976-2016). Task: Predict the reactants needed to synthesize the given product. (1) Given the product [NH2:7][C@@H:8]1[CH2:13][CH2:12][CH2:11][CH2:10][C@H:9]1[CH2:14][C:15]1[CH:20]=[CH:19][C:18]([N:21]2[S:22](=[O:34])(=[O:33])[N:23]([CH2:27][CH2:28][Si:29]([CH3:31])([CH3:32])[CH3:30])[C:24](=[O:26])[CH2:25]2)=[C:17]([O:35][CH2:36][C:37]2[CH:38]=[CH:39][CH:40]=[CH:41][CH:42]=2)[CH:16]=1, predict the reactants needed to synthesize it. The reactants are: C(OC(=O)[NH:7][C@@H:8]1[CH2:13][CH2:12][CH2:11][CH2:10][C@H:9]1[CH2:14][C:15]1[CH:20]=[CH:19][C:18]([N:21]2[CH2:25][C:24](=[O:26])[N:23]([CH2:27][CH2:28][Si:29]([CH3:32])([CH3:31])[CH3:30])[S:22]2(=[O:34])=[O:33])=[C:17]([O:35][CH2:36][C:37]2[CH:42]=[CH:41][CH:40]=[CH:39][CH:38]=2)[CH:16]=1)(C)(C)C. (2) Given the product [C:1]([O:5][C:6]([N:8]1[CH2:14][CH2:13][C:12]2[C:15]([O:20][CH2:33][C:32]3[CH:35]=[CH:36][C:29]([C:27]#[N:28])=[CH:30][CH:31]=3)=[C:16]([Cl:19])[CH:17]=[CH:18][C:11]=2[CH2:10][CH2:9]1)=[O:7])([CH3:4])([CH3:2])[CH3:3], predict the reactants needed to synthesize it. The reactants are: [C:1]([O:5][C:6]([N:8]1[CH2:14][CH2:13][C:12]2[C:15]([OH:20])=[C:16]([Cl:19])[CH:17]=[CH:18][C:11]=2[CH2:10][CH2:9]1)=[O:7])([CH3:4])([CH3:3])[CH3:2].C(=O)([O-])[O-].[K+].[K+].[C:27]([C:29]1[CH:36]=[CH:35][C:32]([CH2:33]Br)=[CH:31][CH:30]=1)#[N:28]. (3) The reactants are: [F-].C([N+](CCCC)(CCCC)CCCC)CCC.O1CCCC1.[CH3:24][O:25][C:26]1[CH:27]=[CH:28][C:29]2[N:30]([N:36]=[C:37]([C:55]3[CH:60]=[CH:59][CH:58]=[CH:57][CH:56]=3)[C:38]=2[CH2:39][C:40]2[N:45]=[C:44]([C:46]([O:48][CH3:49])=[O:47])[CH:43]=[C:42]([CH2:50][CH2:51][CH2:52][S:53][CH3:54])[CH:41]=2)[C:31]=1[Si](C)(C)C. Given the product [CH3:24][O:25][C:26]1[CH:27]=[CH:28][C:29]2[N:30]([N:36]=[C:37]([C:55]3[CH:56]=[CH:57][CH:58]=[CH:59][CH:60]=3)[C:38]=2[CH2:39][C:40]2[N:45]=[C:44]([C:46]([O:48][CH3:49])=[O:47])[CH:43]=[C:42]([CH2:50][CH2:51][CH2:52][S:53][CH3:54])[CH:41]=2)[CH:31]=1, predict the reactants needed to synthesize it. (4) Given the product [F:10][C:11]1[N:26]=[CH:25][CH:24]=[CH:23][C:12]=1[C:13]([NH:6][C:5]1[CH:7]=[CH:8][C:2]([F:1])=[CH:3][C:4]=1[CH3:9])=[O:14], predict the reactants needed to synthesize it. The reactants are: [F:1][C:2]1[CH:8]=[CH:7][C:5]([NH2:6])=[C:4]([CH3:9])[CH:3]=1.[F:10][C:11]1[N:26]=[CH:25][CH:24]=[CH:23][C:12]=1[C:13](NC1C=CC=CC=1C)=[O:14]. (5) Given the product [Cl:1][C:2]1[CH:25]=[CH:24][CH:23]=[CH:22][C:3]=1[C:4]1[N:13]([CH:14]2[CH2:19][CH2:18][O:17][CH2:16][CH2:15]2)[C:12]2[C:7]([N:6]=1)=[C:8]([N:30]1[CH2:31][CH2:32][N:27]([CH3:26])[CH2:28][CH2:29]1)[N:9]=[C:10]([CH3:20])[N:11]=2, predict the reactants needed to synthesize it. The reactants are: [Cl:1][C:2]1[CH:25]=[CH:24][CH:23]=[CH:22][C:3]=1[C:4]([NH:6][C:7]1[C:8](Cl)=[N:9][C:10]([CH3:20])=[N:11][C:12]=1[NH:13][CH:14]1[CH2:19][CH2:18][O:17][CH2:16][CH2:15]1)=O.[CH3:26][N:27]1[CH2:32][CH2:31][NH:30][CH2:29][CH2:28]1.C(N(C(C)C)CC)(C)C. (6) Given the product [CH3:23][C:12]1[CH:13]=[C:8]([C:5]2[CH:4]=[C:3]([C:14]([O-:16])=[O:15])[C:2]([C:18]3[S:19][CH:20]=[CH:21][N:22]=3)=[CH:7][N:6]=2)[CH:9]=[N:10][CH:11]=1.[K+:28], predict the reactants needed to synthesize it. The reactants are: C[C:2]1([C:18]2[S:19][CH:20]=[CH:21][N:22]=2)[CH:7]=[N:6][C:5]([C:8]2[CH:9]=[N:10][CH:11]=[CH:12][CH:13]=2)=[CH:4][CH:3]1[C:14]([O:16]C)=[O:15].[CH3:23][Si](C)(C)[O-].[K+:28].C(OCC)C. (7) Given the product [N+:15]([C:12]1[C:13]2[O:14][CH2:19][CH2:20][O:5][C:6]=2[CH:7]=[C:8]([CH:9]=[O:10])[CH:11]=1)([O-:17])=[O:16], predict the reactants needed to synthesize it. The reactants are: O.O.[F-].[K+].[OH:5][C:6]1[CH:7]=[C:8]([CH:11]=[C:12]([N+:15]([O-:17])=[O:16])[C:13]=1[OH:14])[CH:9]=[O:10].Br[CH2:19][CH2:20]Br. (8) The reactants are: [H-].[Na+].[I-].[CH3:4][S+](C)C.[Br:8][C:9]1[C:18]([CH3:19])=[CH:17][CH:16]=[C:15]2[C:10]=1[CH:11]=[CH:12][C:13](=[O:21])[N:14]2[CH3:20]. Given the product [Br:8][C:9]1[C:10]2[CH:11]3[CH2:4][CH:12]3[C:13](=[O:21])[N:14]([CH3:20])[C:15]=2[CH:16]=[CH:17][C:18]=1[CH3:19], predict the reactants needed to synthesize it. (9) Given the product [Cl:15][C:16]1[N:21]=[C:20]([C:2]([CH3:1])([C:3]([O:5][CH2:6][CH3:7])=[O:4])[C:8]([O:10][CH2:11][CH3:12])=[O:9])[C:19]([F:23])=[CH:18][N:17]=1, predict the reactants needed to synthesize it. The reactants are: [CH3:1][CH:2]([C:8]([O:10][CH2:11][CH3:12])=[O:9])[C:3]([O:5][CH2:6][CH3:7])=[O:4].[H-].[Na+].[Cl:15][C:16]1[N:21]=[C:20](Cl)[C:19]([F:23])=[CH:18][N:17]=1. (10) Given the product [OH:25][C:22]1[CH:21]=[CH:20][C:19]([S:18][C:17]2[CH:16]=[CH:15][C:4]([O:5][CH2:6][C:7]3[CH:8]=[C:9]([CH:12]=[CH:13][CH:14]=3)[C:10]#[N:11])=[CH:3][C:2]=2[NH:1][C:38]2[C:28]3[CH:33]=[CH:32][CH:31]=[N:30][C:29]=3[N:34]=[CH:35][N:36]=2)=[CH:24][CH:23]=1, predict the reactants needed to synthesize it. The reactants are: [NH2:1][C:2]1[CH:3]=[C:4]([CH:15]=[CH:16][C:17]=1[S:18][C:19]1[CH:24]=[CH:23][C:22]([OH:25])=[CH:21][CH:20]=1)[O:5][CH2:6][C:7]1[CH:8]=[C:9]([CH:12]=[CH:13][CH:14]=1)[C:10]#[N:11].C([C:28]1[C:29]([N:34]=[CH:35][N:36]([CH3:38])C)=[N:30][CH:31]=[CH:32][CH:33]=1)#N.NC1C=C(OCC2C=CC=C(F)C=2)C=CC=1SC1C=CC(O)=CC=1.